Dataset: NCI-60 drug combinations with 297,098 pairs across 59 cell lines. Task: Regression. Given two drug SMILES strings and cell line genomic features, predict the synergy score measuring deviation from expected non-interaction effect. (1) Drug 1: CC1=C2C(C(=O)C3(C(CC4C(C3C(C(C2(C)C)(CC1OC(=O)C(C(C5=CC=CC=C5)NC(=O)C6=CC=CC=C6)O)O)OC(=O)C7=CC=CC=C7)(CO4)OC(=O)C)O)C)OC(=O)C. Drug 2: C1CNP(=O)(OC1)N(CCCl)CCCl. Cell line: A549. Synergy scores: CSS=32.8, Synergy_ZIP=-3.30, Synergy_Bliss=-2.45, Synergy_Loewe=-43.0, Synergy_HSA=-3.55. (2) Drug 1: C1=NC2=C(N1)C(=S)N=C(N2)N. Drug 2: CC1C(C(CC(O1)OC2CC(CC3=C2C(=C4C(=C3O)C(=O)C5=CC=CC=C5C4=O)O)(C(=O)C)O)N)O. Cell line: SK-MEL-5. Synergy scores: CSS=55.8, Synergy_ZIP=-9.11, Synergy_Bliss=-10.5, Synergy_Loewe=-21.6, Synergy_HSA=-7.60. (3) Drug 1: C1=NC2=C(N1)C(=S)N=CN2. Drug 2: C(CN)CNCCSP(=O)(O)O. Cell line: SF-268. Synergy scores: CSS=11.3, Synergy_ZIP=-5.64, Synergy_Bliss=-7.97, Synergy_Loewe=-54.1, Synergy_HSA=-8.61.